Dataset: Peptide-MHC class I binding affinity with 185,985 pairs from IEDB/IMGT. Task: Regression. Given a peptide amino acid sequence and an MHC pseudo amino acid sequence, predict their binding affinity value. This is MHC class I binding data. (1) The peptide sequence is VMKIGIGVLL. The MHC is HLA-B08:01 with pseudo-sequence HLA-B08:01. The binding affinity (normalized) is 0.423. (2) The peptide sequence is RAKFKQLL. The MHC is HLA-A26:01 with pseudo-sequence HLA-A26:01. The binding affinity (normalized) is 0.213. (3) The peptide sequence is LMAEDLANV. The MHC is HLA-A11:01 with pseudo-sequence HLA-A11:01. The binding affinity (normalized) is 0.0847. (4) The peptide sequence is KLPSDYFPSV. The MHC is HLA-A02:05 with pseudo-sequence HLA-A02:05. The binding affinity (normalized) is 0.771. (5) The MHC is HLA-B27:05 with pseudo-sequence HLA-B27:05. The peptide sequence is EKAAWGVAL. The binding affinity (normalized) is 0.0847. (6) The peptide sequence is RLPGPSDTPI. The MHC is HLA-A23:01 with pseudo-sequence HLA-A23:01. The binding affinity (normalized) is 0.0759.